Dataset: Reaction yield outcomes from USPTO patents with 853,638 reactions. Task: Predict the reaction yield, written as a fraction of the theoretical maximum amount of product (1.0 means a 100% yield; for example, 0.34 means a 34% yield). (1) The catalyst is O1CCOCC1.O.C([O-])(=O)C.[Pd+2].C([O-])(=O)C. The product is [CH3:24][NH:23][C:21]([N:18]1[CH2:19][CH2:20][C:15]2[N:14]([CH:25]3[CH2:30][CH2:29][O:28][CH2:27][CH2:26]3)[N:13]=[C:12]([N:9]3[C:10]4[C:5](=[CH:4][C:3]([C:31]5[CH:32]=[N:33][N:34]([CH3:36])[CH:35]=5)=[C:2]([CH:37]=[CH2:38])[CH:11]=4)[CH2:6][CH2:7][CH2:8]3)[C:16]=2[CH2:17]1)=[O:22]. The yield is 0.310. The reactants are Cl[C:2]1[CH:11]=[C:10]2[C:5]([CH2:6][CH2:7][CH2:8][N:9]2[C:12]2[C:16]3[CH2:17][N:18]([C:21]([NH:23][CH3:24])=[O:22])[CH2:19][CH2:20][C:15]=3[N:14]([CH:25]3[CH2:30][CH2:29][O:28][CH2:27][CH2:26]3)[N:13]=2)=[CH:4][C:3]=1[C:31]1[CH:32]=[N:33][N:34]([CH3:36])[CH:35]=1.[CH3:37][C:38]1(C)C(C)(C)OB(C=C)O1.[O-]P([O-])([O-])=O.[K+].[K+].[K+]. (2) The reactants are [CH3:1][C:2]([O:9][C:10]1[CH:15]=[CH:14][CH:13]=[CH:12][CH:11]=1)([CH3:8])[C:3]([O:5]CC)=[O:4].[OH-].[Na+]. The catalyst is CCO.O. The product is [CH3:8][C:2]([O:9][C:10]1[CH:15]=[CH:14][CH:13]=[CH:12][CH:11]=1)([CH3:1])[C:3]([OH:5])=[O:4]. The yield is 0.941.